From a dataset of Forward reaction prediction with 1.9M reactions from USPTO patents (1976-2016). Predict the product of the given reaction. (1) The product is: [CH3:1][O:2][C:3]([C:5]1([CH2:11][C:12]#[N:13])[CH2:9][CH2:8][CH2:7][CH2:6]1)=[O:4]. Given the reactants [CH3:1][O:2][C:3]([CH:5]1[CH2:9][CH2:8][CH2:7][CH2:6]1)=[O:4].Cl[CH2:11][C:12]#[N:13], predict the reaction product. (2) Given the reactants C[O:2][C:3]([CH:5]1[CH2:10][CH2:9][CH2:8][CH2:7][NH:6]1)=[O:4].[S:11]1[CH2:13][CH2:12]1.[CH2:14]([O:16][P:17]([CH2:22]I)(=[O:21])[O:18][CH2:19][CH3:20])[CH3:15].C([O-])([O-])=O.[Na+].[Na+].[Li+].[OH-], predict the reaction product. The product is: [CH2:14]([O:16][P:17]([CH2:22][S:11][CH2:12][CH2:13][N:6]1[CH2:7][CH2:8][CH2:9][CH2:10][CH:5]1[C:3]([OH:2])=[O:4])([O:18][CH2:19][CH3:20])=[O:21])[CH3:15]. (3) Given the reactants [S:1]1[CH:5]=[CH:4][CH:3]=[C:2]1[CH2:6][CH2:7][NH2:8].O1CCO[CH2:10]1.Cl, predict the reaction product. The product is: [S:1]1[C:2]2[CH2:6][CH2:7][NH:8][CH2:10][C:3]=2[CH:4]=[CH:5]1. (4) Given the reactants [CH2:1]([O:3][C:4]1[C:13]2[C:8](=[CH:9][CH:10]=[CH:11][CH:12]=2)[C:7]([O:14][CH2:15][CH3:16])=[C:6]([C:17]([O-:19])=[O:18])[C:5]=1[C:20]([O:22]CC)=[O:21])[CH3:2].[OH-].[Na+], predict the reaction product. The product is: [CH2:15]([O:14][C:7]1[C:8]2[C:13](=[CH:12][CH:11]=[CH:10][CH:9]=2)[C:4]([O:3][CH2:1][CH3:2])=[C:5]([C:20]([OH:22])=[O:21])[C:6]=1[C:17]([OH:19])=[O:18])[CH3:16]. (5) Given the reactants [C:1]([NH:9][CH2:10][C:11]([OH:13])=[O:12])(=O)[C:2]1[CH:7]=[CH:6][CH:5]=[CH:4][CH:3]=1.[CH2:14]([O:16][CH:17](OCC)OCC)[CH3:15].C(OC(=O)C)(=O)C, predict the reaction product. The product is: [CH2:14]([O:16]/[CH:17]=[C:10]1\[N:9]=[C:1]([C:2]2[CH:3]=[CH:4][CH:5]=[CH:6][CH:7]=2)[O:13][C:11]\1=[O:12])[CH3:15]. (6) Given the reactants Br[CH2:2][CH2:3][CH2:4][N:5]1[C:9](=[O:10])[C:8]2=[CH:11][CH:12]=[CH:13][CH:14]=[C:7]2[C:6]1=[O:15].[CH2:16]([N:23]1[CH2:28][CH2:27][NH:26][CH2:25][CH2:24]1)[C:17]1[CH:22]=[CH:21][CH:20]=[CH:19][CH:18]=1.C(N(C(C)C)CC)(C)C, predict the reaction product. The product is: [CH2:16]([N:23]1[CH2:28][CH2:27][N:26]([CH2:2][CH2:3][CH2:4][N:5]2[C:9](=[O:10])[C:8]3[C:7](=[CH:14][CH:13]=[CH:12][CH:11]=3)[C:6]2=[O:15])[CH2:25][CH2:24]1)[C:17]1[CH:18]=[CH:19][CH:20]=[CH:21][CH:22]=1. (7) Given the reactants [F:1][C:2]1[CH:10]=[C:9]([N+:11]([O-:13])=[O:12])[C:8]([O:14][CH3:15])=[CH:7][C:3]=1[C:4]([OH:6])=[O:5].[C:16]1(C)C=CC=CC=1.CO.C[Si](C=[N+]=[N-])(C)C, predict the reaction product. The product is: [CH3:16][O:5][C:4](=[O:6])[C:3]1[CH:7]=[C:8]([O:14][CH3:15])[C:9]([N+:11]([O-:13])=[O:12])=[CH:10][C:2]=1[F:1]. (8) Given the reactants [Br:1][C:2]1[CH:3]=[C:4]([CH2:19]O)[CH:5]=[CH:6][C:7]=1[O:8][Si:9]([CH:16]([CH3:18])[CH3:17])([CH:13]([CH3:15])[CH3:14])[CH:10]([CH3:12])[CH3:11].S(Cl)([Cl:23])=O, predict the reaction product. The product is: [Br:1][C:2]1[CH:3]=[C:4]([CH2:19][Cl:23])[CH:5]=[CH:6][C:7]=1[O:8][Si:9]([CH:16]([CH3:18])[CH3:17])([CH:13]([CH3:15])[CH3:14])[CH:10]([CH3:12])[CH3:11]. (9) Given the reactants Cl.[CH3:2][S:3]([C:6]1[CH:12]=[CH:11][C:9]([NH2:10])=[CH:8][CH:7]=1)(=[O:5])=[O:4].C[Al](C)C.[C:17]([C:19]1[CH:24]=[CH:23][CH:22]=[CH:21][N:20]=1)#[N:18], predict the reaction product. The product is: [CH3:2][S:3]([C:6]1[CH:12]=[CH:11][C:9]([NH:10][C:17]([C:19]2[CH:24]=[CH:23][CH:22]=[CH:21][N:20]=2)=[NH:18])=[CH:8][CH:7]=1)(=[O:4])=[O:5].